Regression. Given two drug SMILES strings and cell line genomic features, predict the synergy score measuring deviation from expected non-interaction effect. From a dataset of NCI-60 drug combinations with 297,098 pairs across 59 cell lines. (1) Drug 1: C1=CC(=CC=C1CCCC(=O)O)N(CCCl)CCCl. Drug 2: C(CC(=O)O)C(=O)CN.Cl. Cell line: OVCAR-5. Synergy scores: CSS=16.1, Synergy_ZIP=-8.57, Synergy_Bliss=-3.28, Synergy_Loewe=-4.58, Synergy_HSA=-0.985. (2) Drug 1: CC=C1C(=O)NC(C(=O)OC2CC(=O)NC(C(=O)NC(CSSCCC=C2)C(=O)N1)C(C)C)C(C)C. Drug 2: CC1=C(C(=CC=C1)Cl)NC(=O)C2=CN=C(S2)NC3=CC(=NC(=N3)C)N4CCN(CC4)CCO. Cell line: A549. Synergy scores: CSS=22.2, Synergy_ZIP=-1.87, Synergy_Bliss=-1.90, Synergy_Loewe=-11.1, Synergy_HSA=-0.0557. (3) Drug 1: COC1=C(C=C2C(=C1)N=CN=C2NC3=CC(=C(C=C3)F)Cl)OCCCN4CCOCC4. Drug 2: C1CNP(=O)(OC1)N(CCCl)CCCl. Cell line: MDA-MB-231. Synergy scores: CSS=1.73, Synergy_ZIP=-3.71, Synergy_Bliss=-13.7, Synergy_Loewe=-45.1, Synergy_HSA=-14.1. (4) Drug 1: CC1C(C(CC(O1)OC2CC(CC3=C2C(=C4C(=C3O)C(=O)C5=C(C4=O)C(=CC=C5)OC)O)(C(=O)C)O)N)O.Cl. Drug 2: CC1C(C(=O)NC(C(=O)N2CCCC2C(=O)N(CC(=O)N(C(C(=O)O1)C(C)C)C)C)C(C)C)NC(=O)C3=C4C(=C(C=C3)C)OC5=C(C(=O)C(=C(C5=N4)C(=O)NC6C(OC(=O)C(N(C(=O)CN(C(=O)C7CCCN7C(=O)C(NC6=O)C(C)C)C)C)C(C)C)C)N)C. Cell line: MALME-3M. Synergy scores: CSS=10.9, Synergy_ZIP=0.473, Synergy_Bliss=4.07, Synergy_Loewe=0.775, Synergy_HSA=1.69. (5) Drug 1: CC1=C(C=C(C=C1)NC2=NC=CC(=N2)N(C)C3=CC4=NN(C(=C4C=C3)C)C)S(=O)(=O)N.Cl. Drug 2: CC1=C(C(=CC=C1)Cl)NC(=O)C2=CN=C(S2)NC3=CC(=NC(=N3)C)N4CCN(CC4)CCO. Cell line: HCT116. Synergy scores: CSS=0.575, Synergy_ZIP=-2.61, Synergy_Bliss=-5.34, Synergy_Loewe=-19.2, Synergy_HSA=-6.01. (6) Drug 1: CC1=CC=C(C=C1)C2=CC(=NN2C3=CC=C(C=C3)S(=O)(=O)N)C(F)(F)F. Drug 2: CCN(CC)CCNC(=O)C1=C(NC(=C1C)C=C2C3=C(C=CC(=C3)F)NC2=O)C. Cell line: A498. Synergy scores: CSS=-0.101, Synergy_ZIP=2.56, Synergy_Bliss=3.14, Synergy_Loewe=-3.34, Synergy_HSA=-2.41.